From a dataset of Forward reaction prediction with 1.9M reactions from USPTO patents (1976-2016). Predict the product of the given reaction. (1) Given the reactants [Br:1][C:2]1[CH:7]=[CH:6][C:5]([CH:8]([OH:29])[CH2:9][CH2:10][N:11]2[CH2:16][CH2:15][CH:14]([C:17]3[CH:18]=[C:19]([NH:23][C:24](=[O:28])[CH:25]([CH3:27])[CH3:26])[CH:20]=[CH:21][CH:22]=3)[CH2:13][CH2:12]2)=[CH:4][CH:3]=1.[F:30][C:31]([F:40])([F:39])[C:32]1[CH:37]=[CH:36][C:35](O)=[CH:34][CH:33]=1, predict the reaction product. The product is: [Br:1][C:2]1[CH:3]=[CH:4][C:5]([CH:8]([O:29][C:35]2[CH:36]=[CH:37][C:32]([C:31]([F:40])([F:39])[F:30])=[CH:33][CH:34]=2)[CH2:9][CH2:10][N:11]2[CH2:16][CH2:15][CH:14]([C:17]3[CH:18]=[C:19]([NH:23][C:24](=[O:28])[CH:25]([CH3:26])[CH3:27])[CH:20]=[CH:21][CH:22]=3)[CH2:13][CH2:12]2)=[CH:6][CH:7]=1. (2) Given the reactants [CH3:1][O:2][C:3](=[O:22])[C:4]1[CH:9]=[C:8]([O:10][C:11]2[CH:12]=[N:13][CH:14]=[CH:15][CH:16]=2)[C:7]([C:17]([F:20])([F:19])[F:18])=[CH:6][C:5]=1[NH2:21].[C:23](Cl)(Cl)=[O:24], predict the reaction product. The product is: [CH3:1][O:2][C:3](=[O:22])[C:4]1[CH:9]=[C:8]([O:10][C:11]2[CH:12]=[N:13][CH:14]=[CH:15][CH:16]=2)[C:7]([C:17]([F:19])([F:20])[F:18])=[CH:6][C:5]=1[N:21]=[C:23]=[O:24]. (3) Given the reactants C([Li])CCC.[C:6]([O:10][C:11](=[O:32])[CH:12](P(OCC)(OCC)=O)[CH2:13][C:14]([O:16][CH2:17][C:18]1[CH:23]=[CH:22][CH:21]=[CH:20][CH:19]=1)=[O:15])([CH3:9])([CH3:8])[CH3:7].[C:33]([O:37][C:38](=[O:48])[NH:39][C@H:40]1[CH2:45][CH2:44][C@H:43]([CH:46]=O)[CH2:42][CH2:41]1)([CH3:36])([CH3:35])[CH3:34].O, predict the reaction product. The product is: [C:6]([O:10][C:11](=[O:32])[C:12](=[CH:46][C@H:43]1[CH2:42][CH2:41][C@H:40]([NH:39][C:38]([O:37][C:33]([CH3:34])([CH3:36])[CH3:35])=[O:48])[CH2:45][CH2:44]1)[CH2:13][C:14]([O:16][CH2:17][C:18]1[CH:19]=[CH:20][CH:21]=[CH:22][CH:23]=1)=[O:15])([CH3:7])([CH3:8])[CH3:9]. (4) Given the reactants C(OC(=O)[NH:7][C@H:8]1[CH2:13][CH2:12][C@H:11]([O:14][CH3:15])[CH2:10][CH2:9]1)(C)(C)C.[ClH:17].C(OCC)C, predict the reaction product. The product is: [ClH:17].[CH3:15][O:14][C@H:11]1[CH2:12][CH2:13][C@H:8]([NH2:7])[CH2:9][CH2:10]1. (5) Given the reactants [CH3:1][C:2]1[N:6]([CH2:7][C:8]2[CH:13]=[CH:12][C:11]([CH3:14])=[CH:10][CH:9]=2)[N:5]=[C:4]([C:15](Cl)=[O:16])[CH:3]=1.O[N:19]=[C:20]([C:22]1[CH:27]=[CH:26][N:25]=[CH:24][CH:23]=1)[NH2:21].C(N(CC)CC)C.CCN=C=NCCCN(C)C, predict the reaction product. The product is: [CH3:1][C:2]1[N:6]([CH2:7][C:8]2[CH:13]=[CH:12][C:11]([CH3:14])=[CH:10][CH:9]=2)[N:5]=[C:4]([C:15]2[O:16][N:21]=[C:20]([C:22]3[CH:27]=[CH:26][N:25]=[CH:24][CH:23]=3)[N:19]=2)[CH:3]=1. (6) Given the reactants [N:1]1([CH2:6][C:7]2[CH:23]=[CH:22][C:10]([CH2:11][N:12]3[CH:20]=[C:19]4[C:14]([N:15]=[CH:16][N:17]=[C:18]4Cl)=[N:13]3)=[CH:9][CH:8]=2)[CH:5]=[CH:4][CH:3]=[N:2]1.[NH2:24][CH2:25][C:26]1[CH:31]=[CH:30][CH:29]=[CH:28][C:27]=1[CH2:32][C:33]([OH:35])=[O:34].CCN(C(C)C)C(C)C, predict the reaction product. The product is: [N:1]1([CH2:6][C:7]2[CH:23]=[CH:22][C:10]([CH2:11][N:12]3[CH:20]=[C:19]4[C:14]([N:15]=[CH:16][N:17]=[C:18]4[NH:24][CH2:25][C:26]4[CH:31]=[CH:30][CH:29]=[CH:28][C:27]=4[CH2:32][C:33]([OH:35])=[O:34])=[N:13]3)=[CH:9][CH:8]=2)[CH:5]=[CH:4][CH:3]=[N:2]1. (7) Given the reactants C([O:3][C:4](=[O:28])[CH2:5][CH:6]1[C:14]2[C:9](=[C:10]([Br:27])[C:11]([O:16][C:17]3[CH:22]=[CH:21][C:20]([OH:23])=[C:19]([CH:24]([CH3:26])[CH3:25])[CH:18]=3)=[C:12]([Br:15])[CH:13]=2)[CH2:8][CH2:7]1)C.C(=O)([O-])[O-].[K+].[K+].Cl[CH2:36][C:37]1[CH:41]=[C:40]([CH3:42])[O:39][N:38]=1.[I-].[K+], predict the reaction product. The product is: [Br:27][C:10]1[C:11]([O:16][C:17]2[CH:22]=[CH:21][C:20]([O:23][CH2:36][C:37]3[CH:41]=[C:40]([CH3:42])[O:39][N:38]=3)=[C:19]([CH:24]([CH3:25])[CH3:26])[CH:18]=2)=[C:12]([Br:15])[CH:13]=[C:14]2[C:9]=1[CH2:8][CH2:7][CH:6]2[CH2:5][C:4]([OH:3])=[O:28]. (8) Given the reactants [Cl:1][C:2]1[CH:7]=[C:6]([Cl:8])[CH:5]=[CH:4][C:3]=1[CH:9]([F:12])[C:10]#[N:11].Cl.[OH-].[Na+], predict the reaction product. The product is: [Cl:1][C:2]1[CH:7]=[C:6]([Cl:8])[CH:5]=[CH:4][C:3]=1[CH:9]([F:12])[CH2:10][NH2:11]. (9) The product is: [CH3:11][O:12][C:13](=[O:33])[CH2:14][C:15]1([N:26]2[CH2:31][CH2:30][CH:29]([NH:10][C@@H:8]3[CH2:9][C@H:7]3[C:1]3[CH:6]=[CH:5][CH:4]=[CH:3][CH:2]=3)[CH2:28][CH2:27]2)[CH2:16][N:17]([C:19]([O:21][C:22]([CH3:25])([CH3:24])[CH3:23])=[O:20])[CH2:18]1. Given the reactants [C:1]1([C@@H:7]2[CH2:9][C@H:8]2[NH2:10])[CH:6]=[CH:5][CH:4]=[CH:3][CH:2]=1.[CH3:11][O:12][C:13](=[O:33])[CH2:14][C:15]1([N:26]2[CH2:31][CH2:30][C:29](=O)[CH2:28][CH2:27]2)[CH2:18][N:17]([C:19]([O:21][C:22]([CH3:25])([CH3:24])[CH3:23])=[O:20])[CH2:16]1.C(O)(=O)C.C(O[BH-](OC(=O)C)OC(=O)C)(=O)C.[Na+], predict the reaction product.